Task: Predict which catalyst facilitates the given reaction.. Dataset: Catalyst prediction with 721,799 reactions and 888 catalyst types from USPTO (1) Reactant: [C:1]([C:5]1[CH:10]=[C:9]([C:11]23[CH2:20][C:15]4([CH3:21])[CH2:16][CH:17]([CH2:19][C:13]([CH3:22])([CH2:14]4)[CH2:12]2)[CH2:18]3)[C:8]([OH:23])=[C:7]([CH2:24]O)[CH:6]=1)([CH3:4])([CH3:3])[CH3:2].ClCCl.P(Br)(Br)[Br:30]. Product: [C:1]([C:5]1[CH:10]=[C:9]([C:11]23[CH2:20][C:15]4([CH3:21])[CH2:16][CH:17]([CH2:19][C:13]([CH3:22])([CH2:14]4)[CH2:12]2)[CH2:18]3)[C:8]([OH:23])=[C:7]([CH:6]=1)[CH2:24][Br:30])([CH3:4])([CH3:3])[CH3:2]. The catalyst class is: 6. (2) Reactant: [CH2:1]([NH:3][C:4]1[CH:9]=[CH:8][CH:7]=[CH:6][C:5]=1[N+:10]([O-])=O)[CH3:2].C([O-])=O.[NH4+]. Product: [CH2:1]([NH:3][C:4]1[C:5]([NH2:10])=[CH:6][CH:7]=[CH:8][CH:9]=1)[CH3:2]. The catalyst class is: 29. (3) Reactant: [C:1]12([CH2:11][C:12]([NH:14][C:15]3[CH:24]=[CH:23][CH:22]=[C:21]4[C:16]=3[CH:17]=[CH:18][O:19][C:20]4=O)=[O:13])[CH2:10][CH:5]3[CH2:6][CH:7]([CH2:9][CH:3]([CH2:4]3)[CH2:2]1)[CH2:8]2.[NH2:26][CH:27]([CH3:30])[CH2:28][OH:29]. Product: [C:1]12([CH2:11][C:12]([NH:14][C:15]3[CH:24]=[CH:23][CH:22]=[C:21]4[C:16]=3[CH:17]=[CH:18][N:26]([CH:27]([CH3:30])[CH2:28][OH:29])[C:20]4=[O:19])=[O:13])[CH2:10][CH:5]3[CH2:6][CH:7]([CH2:9][CH:3]([CH2:4]3)[CH2:2]1)[CH2:8]2. The catalyst class is: 13. (4) Reactant: [CH3:1][N:2]1[C:14]2[CH2:13][CH2:12][CH:11]([CH:15]3[CH2:20][CH2:19][O:18][CH2:17][CH2:16]3)[CH2:10][C:9]=2[C:8]2[C:3]1=[CH:4][CH:5]=[C:6]([C:21]([N:23]1[CH2:27][CH2:26][CH:25]([C:28](OC)=[O:29])[CH2:24]1)=[O:22])[CH:7]=2.[OH-].[Li+].C(N(CC)C(C)C)(C)C.Cl.[F:44][CH2:45][CH2:46][NH2:47].F[P-](F)(F)(F)(F)F.N1(OC(N(C)C)=[N+](C)C)C2N=CC=CC=2N=N1. Product: [F:44][CH2:45][CH2:46][NH:47][C:28]([CH:25]1[CH2:26][CH2:27][N:23]([C:21]([C:6]2[CH:7]=[C:8]3[C:3](=[CH:4][CH:5]=2)[N:2]([CH3:1])[C:14]2[CH2:13][CH2:12][CH:11]([CH:15]4[CH2:20][CH2:19][O:18][CH2:17][CH2:16]4)[CH2:10][C:9]3=2)=[O:22])[CH2:24]1)=[O:29]. The catalyst class is: 12. (5) Reactant: NC1C2C3C=CC=CC=3SC=2NC2C=C(F)C=CC=2N=1.[ClH:21].FC1C=CC2N=[C:28]([N:39]3[CH2:44][CH2:43][N:42](CCC)[CH2:41][CH2:40]3)[C:29]3C4C=CC=CC=4S[C:30]=3NC=2C=1. The catalyst class is: 16. Product: [ClH:21].[CH2:28]([N:39]1[CH2:44][CH2:43][NH:42][CH2:41][CH2:40]1)[CH2:29][CH3:30]. (6) Reactant: [CH3:1][CH:2]1[CH2:7][CH:6]([CH3:8])[CH2:5][NH:4][CH2:3]1.Cl[C:10]1[N:15]=[C:14]([CH3:16])[C:13]([CH:17]([CH2:22][CH2:23][CH3:24])[C:18]([O:20][CH3:21])=[O:19])=[C:12]([C:25]2[CH:30]=[CH:29][C:28]([CH3:31])=[CH:27][CH:26]=2)[N:11]=1. Product: [CH3:1][CH:2]1[CH2:7][CH:6]([CH3:8])[CH2:5][N:4]([C:10]2[N:15]=[C:14]([CH3:16])[C:13]([CH:17]([CH2:22][CH2:23][CH3:24])[C:18]([O:20][CH3:21])=[O:19])=[C:12]([C:25]3[CH:30]=[CH:29][C:28]([CH3:31])=[CH:27][CH:26]=3)[N:11]=2)[CH2:3]1. The catalyst class is: 7. (7) Reactant: [NH2:1][C:2]1[CH:7]=[CH:6][C:5]([C:8]2[C:12](=[O:13])[C:11]([CH3:15])([CH3:14])[O:10][N:9]=2)=[CH:4][C:3]=1[C:16]1[CH:21]=[CH:20][C:19]([NH:22][C:23](=[O:32])[C:24]2[C:29]([F:30])=[CH:28][CH:27]=[CH:26][C:25]=2[F:31])=[CH:18][CH:17]=1.C=O.[C:35]([BH3-])#N.[Na+].C(O)(=O)C. Product: [CH3:15][C:11]1([CH3:14])[O:10][N:9]=[C:8]([C:5]2[CH:6]=[CH:7][C:2]([NH:1][CH3:35])=[C:3]([C:16]3[CH:17]=[CH:18][C:19]([NH:22][C:23](=[O:32])[C:24]4[C:29]([F:30])=[CH:28][CH:27]=[CH:26][C:25]=4[F:31])=[CH:20][CH:21]=3)[CH:4]=2)[C:12]1=[O:13]. The catalyst class is: 5.